From a dataset of Catalyst prediction with 721,799 reactions and 888 catalyst types from USPTO. Predict which catalyst facilitates the given reaction. (1) Reactant: [NH2:1][C@H:2]([C@@H:6]([OH:8])[CH3:7])[C:3]([OH:5])=[O:4].[CH:9](=O)[C:10]1[CH:15]=[CH:14][CH:13]=[CH:12][CH:11]=1.[BH4-].[Na+].Cl. Product: [CH2:9]([NH:1][C@H:2]([C@@H:6]([OH:8])[CH3:7])[C:3]([OH:5])=[O:4])[C:10]1[CH:15]=[CH:14][CH:13]=[CH:12][CH:11]=1. The catalyst class is: 74. (2) Reactant: [NH:1]1[C:5]2=[N:6][CH:7]=[CH:8][C:9]([NH:10][C:11]3[CH:15]=[CH:14][S:13][C:12]=3[C:16](Cl)=[O:17])=[C:4]2[CH:3]=[CH:2]1.[CH3:19][O:20][C:21]1[CH:26]=[CH:25][CH:24]=[CH:23][C:22]=1[CH:27]([NH2:32])[CH2:28][N:29]([CH3:31])[CH3:30].C(N(C(C)C)CC)(C)C. Product: [CH3:31][N:29]([CH3:30])[CH2:28][CH:27]([NH:32][C:16]([C:12]1[S:13][CH:14]=[CH:15][C:11]=1[NH:10][C:9]1[CH:8]=[CH:7][N:6]=[C:5]2[NH:1][CH:2]=[CH:3][C:4]=12)=[O:17])[C:22]1[CH:23]=[CH:24][CH:25]=[CH:26][C:21]=1[O:20][CH3:19]. The catalyst class is: 2. (3) Reactant: [I:1][C:2]1[CH:7]=[CH:6][C:5]([NH:8][C:9]2[C:23]([F:24])=[C:22]([F:25])[C:21]([F:26])=[CH:20][C:10]=2[C:11]([NH:13][O:14][CH2:15][CH2:16][O:17]C=C)=[O:12])=[C:4]([CH3:27])[CH:3]=1.Cl.O. Product: [OH:17][CH2:16][CH2:15][O:14][NH:13][C:11](=[O:12])[C:10]1[CH:20]=[C:21]([F:26])[C:22]([F:25])=[C:23]([F:24])[C:9]=1[NH:8][C:5]1[CH:6]=[CH:7][C:2]([I:1])=[CH:3][C:4]=1[CH3:27]. The catalyst class is: 8. (4) Reactant: [C:1]([CH2:3][C:4]([N:6]1[CH2:10][CH2:9][CH2:8][C@H:7]1[CH2:11][N:12]1[C:16]2[CH:17]=[CH:18][CH:19]=[CH:20][C:15]=2[N:14]=[C:13]1[NH:21][C:22]([C:24]1[S:25][C:26]([C:29]2[CH:30]=[N:31][NH:32][CH:33]=2)=[CH:27][CH:28]=1)=[O:23])=[O:5])#[N:2].[CH:34](=O)[CH:35]([CH3:37])[CH3:36].N1CCCCC1. Product: [C:1]([C:3](=[CH:34][CH:35]([CH3:37])[CH3:36])[C:4]([N:6]1[CH2:10][CH2:9][CH2:8][C@H:7]1[CH2:11][N:12]1[C:16]2[CH:17]=[CH:18][CH:19]=[CH:20][C:15]=2[N:14]=[C:13]1[NH:21][C:22]([C:24]1[S:25][C:26]([C:29]2[CH:30]=[N:31][NH:32][CH:33]=2)=[CH:27][CH:28]=1)=[O:23])=[O:5])#[N:2]. The catalyst class is: 12. (5) Product: [Br:14][C:11]1[CH:12]=[CH:13][C:8]([CH2:7][CH2:6][N:23]2[CH2:24][CH2:25][CH2:26][C@H:22]2[CH3:21])=[CH:9][CH:10]=1. Reactant: CS(O[CH2:6][CH2:7][C:8]1[CH:13]=[CH:12][C:11]([Br:14])=[CH:10][CH:9]=1)(=O)=O.C(=O)([O-])[O-].[Na+].[Na+].[CH3:21][C@@H:22]1[CH2:26][CH2:25][CH2:24][NH:23]1. The catalyst class is: 10. (6) Reactant: Br[C:2]1[C:3]([CH3:26])=[C:4]([C:18]([OH:25])=[C:19]([C:21]([CH3:24])([CH3:23])[CH3:22])[CH:20]=1)[C:5]([NH:7][C:8]1[CH:13]=[CH:12][C:11]([N+:14]([O-:16])=[O:15])=[CH:10][C:9]=1[Cl:17])=[O:6].C(=O)([O-])[O-].[Na+].[Na+]. Product: [Cl:17][C:9]1[CH:10]=[C:11]([N+:14]([O-:16])=[O:15])[CH:12]=[CH:13][C:8]=1[NH:7][C:5]([C:4]1[C:3]([CH3:26])=[C:2]([C:2]2[CH:3]=[CH:4][CH:18]=[CH:19][CH:20]=2)[CH:20]=[C:19]([C:21]([CH3:24])([CH3:23])[CH3:22])[C:18]=1[OH:25])=[O:6]. The catalyst class is: 77. (7) Reactant: [C:1](Cl)(=[O:8])[C:2]1[CH:7]=[CH:6][CH:5]=[CH:4][CH:3]=1.[CH2:10]([O:12][C:13]([C:15]1[CH:16]=[N:17][N:18]([C:20]2[N:29]([CH2:30][O:31][CH2:32][CH2:33][Si:34]([CH3:37])([CH3:36])[CH3:35])[C:28](=[O:38])[C:27]3[C:22](=[CH:23][CH:24]=[C:25]([NH2:39])[CH:26]=3)[N:21]=2)[CH:19]=1)=[O:14])[CH3:11]. Product: [CH2:10]([O:12][C:13]([C:15]1[CH:16]=[N:17][N:18]([C:20]2[N:29]([CH2:30][O:31][CH2:32][CH2:33][Si:34]([CH3:37])([CH3:36])[CH3:35])[C:28](=[O:38])[C:27]3[C:22](=[CH:23][CH:24]=[C:25]([NH:39][C:1](=[O:8])[C:2]4[CH:7]=[CH:6][CH:5]=[CH:4][CH:3]=4)[CH:26]=3)[N:21]=2)[CH:19]=1)=[O:14])[CH3:11]. The catalyst class is: 2. (8) Reactant: [F:1][C:2]1[CH:30]=[CH:29][C:5]([CH2:6][NH:7][C:8]([C:10]2[N:11]=[C:12]3[N:27]([CH3:28])[CH2:26][CH2:25][N:13]3[C:14](=[O:24])[C:15]=2[O:16]CC2C=CC=CC=2)=[O:9])=[CH:4][CH:3]=1.[H][H]. Product: [F:1][C:2]1[CH:3]=[CH:4][C:5]([CH2:6][NH:7][C:8]([C:10]2[N:11]=[C:12]3[N:27]([CH3:28])[CH2:26][CH2:25][N:13]3[C:14](=[O:24])[C:15]=2[OH:16])=[O:9])=[CH:29][CH:30]=1. The catalyst class is: 604.